Dataset: Full USPTO retrosynthesis dataset with 1.9M reactions from patents (1976-2016). Task: Predict the reactants needed to synthesize the given product. (1) Given the product [Cl:10][C:2]1[NH:1][C:16]([Cl:18])=[CH:4][C:3]=1[C:6]([O:8][CH3:9])=[O:7], predict the reactants needed to synthesize it. The reactants are: [NH:1]1C=[CH:4][C:3]([C:6]([O:8][CH3:9])=[O:7])=[CH:2]1.[Cl:10]OC(C)(C)C.[CH2:16]([Cl:18])Cl. (2) Given the product [F:1][C:2]1[C:3]([N:11]2[N:15]=[CH:14][CH:13]=[N:12]2)=[C:4]([CH:8]=[CH:9][CH:10]=1)[C:5]([N:34]1[C@H:27]2[C@H:32]([CH2:31][CH2:30][N:29]([C:35]([O:37][C:38]([CH3:41])([CH3:40])[CH3:39])=[O:36])[CH2:28]2)[CH2:33]1)=[O:7], predict the reactants needed to synthesize it. The reactants are: [F:1][C:2]1[C:3]([N:11]2[N:15]=[CH:14][CH:13]=[N:12]2)=[C:4]([CH:8]=[CH:9][CH:10]=1)[C:5]([OH:7])=O.CN(C=O)C.C(Cl)(=O)C(Cl)=O.[C@H:27]12[NH:34][CH2:33][C@H:32]1[CH2:31][CH2:30][N:29]([C:35]([O:37][C:38]([CH3:41])([CH3:40])[CH3:39])=[O:36])[CH2:28]2.